Dataset: Reaction yield outcomes from USPTO patents with 853,638 reactions. Task: Predict the reaction yield, written as a fraction of the theoretical maximum amount of product (1.0 means a 100% yield; for example, 0.34 means a 34% yield). The reactants are O[CH:2]=[C:3]1[C:11]2[C:6](=[CH:7][C:8]([C:12]([C:14]3[CH:15]=[C:16]([NH:20][C:21]([C:23]4[N:24]([CH3:29])[N:25]=[C:26]([CH3:28])[CH:27]=4)=[O:22])[CH:17]=[CH:18][CH:19]=3)=[O:13])=[CH:9][CH:10]=2)[NH:5][C:4]1=[O:30].[CH3:31][N:32]1[CH2:37][CH2:36][N:35]([CH2:38][CH2:39][CH2:40][NH:41][C:42]2[CH:47]=[CH:46][C:45]([NH2:48])=[CH:44][CH:43]=2)[CH2:34][CH2:33]1. The catalyst is C1COCC1. The product is [CH3:31][N:32]1[CH2:33][CH2:34][N:35]([CH2:38][CH2:39][CH2:40][NH:41][C:42]2[CH:43]=[CH:44][C:45]([NH:48][CH:2]=[C:3]3[C:11]4[C:6](=[CH:7][C:8]([C:12]([C:14]5[CH:15]=[C:16]([NH:20][C:21]([C:23]6[N:24]([CH3:29])[N:25]=[C:26]([CH3:28])[CH:27]=6)=[O:22])[CH:17]=[CH:18][CH:19]=5)=[O:13])=[CH:9][CH:10]=4)[NH:5][C:4]3=[O:30])=[CH:46][CH:47]=2)[CH2:36][CH2:37]1. The yield is 0.510.